From a dataset of Forward reaction prediction with 1.9M reactions from USPTO patents (1976-2016). Predict the product of the given reaction. (1) Given the reactants C(OC([NH:8][CH2:9]/[C:10](/[CH2:13][C:14]1[CH:19]=[CH:18][C:17]([O:20]C)=[CH:16][CH:15]=1)=[CH:11]\[F:12])=O)(C)(C)C.B(Br)(Br)[Br:23], predict the reaction product. The product is: [BrH:23].[F:12]/[CH:11]=[C:10](/[CH2:13][C:14]1[CH:15]=[CH:16][C:17]([OH:20])=[CH:18][CH:19]=1)\[CH2:9][NH2:8]. (2) Given the reactants C(S([N:7]=[C:8]([C:22]1[CH:23]=[CH:24][CH:25]=[C:26]2[C:31]=1[N:30]=[CH:29][CH:28]=[CH:27]2)[C:9]1[CH:21]=[CH:20][C:12]([C:13]([N:15]([CH2:18][CH3:19])[CH2:16][CH3:17])=[O:14])=[CH:11][CH:10]=1)=O)(C)(C)C.Cl.CCOCC, predict the reaction product. The product is: [NH2:7][CH:8]([C:22]1[CH:23]=[CH:24][CH:25]=[C:26]2[C:31]=1[N:30]=[CH:29][CH:28]=[CH:27]2)[C:9]1[CH:21]=[CH:20][C:12]([C:13]([N:15]([CH2:18][CH3:19])[CH2:16][CH3:17])=[O:14])=[CH:11][CH:10]=1. (3) Given the reactants [CH:1]([C:3]1[CH:4]=[C:5]([CH:10]=[CH:11][C:12]=1[N+:13]([O-:15])=[O:14])[C:6]([O:8][CH3:9])=[O:7])=[O:2].OO.[CH:18](O)=[O:19], predict the reaction product. The product is: [N+:13]([C:12]1[CH:11]=[CH:10][C:5]([C:6]([O:8][CH3:9])=[O:7])=[CH:4][C:3]=1[C:1]([O:19][CH3:18])=[O:2])([O-:15])=[O:14]. (4) Given the reactants [CH2:1]([O:8][C:9]([NH:11][C@H:12]([C:25]1[NH:26][C:27]([C:30]2[CH:39]=[CH:38][C:37]3[C:32](=[CH:33][CH:34]=[C:35]([O:40][CH3:41])[CH:36]=3)[CH:31]=2)=[CH:28][N:29]=1)[CH2:13][CH2:14][CH2:15][CH2:16][CH2:17][C:18]([O:20]C(C)(C)C)=[O:19])=[O:10])[C:2]1[CH:7]=[CH:6][CH:5]=[CH:4][CH:3]=1.[C:42]([OH:48])([C:44]([F:47])([F:46])[F:45])=[O:43].C1(C)C=CC=CC=1.CCOCC, predict the reaction product. The product is: [F:45][C:44]([F:47])([F:46])[C:42]([O-:48])=[O:43].[CH2:1]([O:8][C:9]([NH:11][C@H:12]([C:25]1[NH:26][C:27]([C:30]2[CH:39]=[CH:38][C:37]3[C:32](=[CH:33][CH:34]=[C:35]([O:40][CH3:41])[CH:36]=3)[CH:31]=2)=[CH:28][NH+:29]=1)[CH2:13][CH2:14][CH2:15][CH2:16][CH2:17][C:18]([OH:20])=[O:19])=[O:10])[C:2]1[CH:7]=[CH:6][CH:5]=[CH:4][CH:3]=1. (5) Given the reactants Cl[CH2:2][CH2:3][O:4][C:5]1[CH:14]=[C:13]2[C:8]([C:9]([O:15][C:16]3[CH:17]=[C:18]4[C:22](=[CH:23][CH:24]=3)[NH:21][C:20]([CH3:25])=[CH:19]4)=[N:10][CH:11]=[N:12]2)=[CH:7][C:6]=1[O:26][CH3:27].Cl.[O:29]1[CH:33]2[CH2:34][NH:35][CH2:36][CH:32]2[O:31][CH2:30]1.C(=O)([O-])[O-].[K+].[K+].[I-].[K+], predict the reaction product. The product is: [CH3:27][O:26][C:6]1[CH:7]=[C:8]2[C:13](=[CH:14][C:5]=1[O:4][CH2:3][CH2:2][N:35]1[CH2:34][CH:33]3[O:29][CH2:30][O:31][CH:32]3[CH2:36]1)[N:12]=[CH:11][N:10]=[C:9]2[O:15][C:16]1[CH:17]=[C:18]2[C:22](=[CH:23][CH:24]=1)[NH:21][C:20]([CH3:25])=[CH:19]2. (6) The product is: [Si:1]([O:18][CH2:19][C:20]1[C:25]([N:26]2[CH2:31][C@H:30]([CH3:32])[O:29][C@H:28]([CH3:33])[CH2:27]2)=[C:24]([F:34])[C:23]([F:35])=[C:22]([CH:39]([CH:38]2[CH2:36][CH2:37]2)[OH:42])[CH:21]=1)([C:14]([CH3:16])([CH3:17])[CH3:15])([C:2]1[CH:7]=[CH:6][CH:5]=[CH:4][CH:3]=1)[C:8]1[CH:13]=[CH:12][CH:11]=[CH:10][CH:9]=1. Given the reactants [Si:1]([O:18][CH2:19][C:20]1[C:25]([N:26]2[CH2:31][C@H:30]([CH3:32])[O:29][C@H:28]([CH3:33])[CH2:27]2)=[C:24]([F:34])[C:23]([F:35])=[CH:22][CH:21]=1)([C:14]([CH3:17])([CH3:16])[CH3:15])([C:8]1[CH:13]=[CH:12][CH:11]=[CH:10][CH:9]=1)[C:2]1[CH:7]=[CH:6][CH:5]=[CH:4][CH:3]=1.[CH2:36]1[CH:38]([CH:39]([OH:42])C#N)[CH2:37]1, predict the reaction product. (7) Given the reactants [NH:1]1[C:5]2[CH:6]=[CH:7][C:8]([C:10]([OH:12])=O)=[CH:9][C:4]=2[N:3]=[CH:2]1.[CH2:13]1[C@@H:22]2[C@H:17]([CH2:18][CH2:19][C:20]3[CH:26]=[CH:25][C:24]([C:27]#[N:28])=[CH:23][C:21]=32)[NH:16][CH2:15][CH2:14]1, predict the reaction product. The product is: [NH:1]1[C:5]2[CH:6]=[CH:7][C:8]([C:10]([N:16]3[C@@H:17]4[C@H:22]([C:21]5[CH:23]=[C:24]([C:27]#[N:28])[CH:25]=[CH:26][C:20]=5[CH2:19][CH2:18]4)[CH2:13][CH2:14][CH2:15]3)=[O:12])=[CH:9][C:4]=2[N:3]=[CH:2]1.